This data is from Forward reaction prediction with 1.9M reactions from USPTO patents (1976-2016). The task is: Predict the product of the given reaction. (1) Given the reactants [CH3:1][CH2:2][CH2:3][CH2:4][CH2:5][CH2:6][CH2:7][CH2:8][CH2:9][CH2:10][CH2:11][CH2:12][O:13][S:14]([O-:17])(=[O:16])=[O:15].[Na+].Cl.[CH2:20]([NH:23][CH2:24][CH:25]=[CH2:26])[CH:21]=[CH2:22], predict the reaction product. The product is: [CH2:12]([O:13][S:14]([O-:17])(=[O:16])=[O:15])[CH2:11][CH2:10][CH2:9][CH2:8][CH2:7][CH2:6][CH2:5][CH2:4][CH2:3][CH2:2][CH3:1].[CH2:20]([NH2+:23][CH2:24][CH:25]=[CH2:26])[CH:21]=[CH2:22]. (2) Given the reactants [CH2:1]([O:8][CH2:9][C:10]1[CH2:14][CH2:13][C:12](=[O:15])[CH:11]=1)[C:2]1[CH:7]=[CH:6][CH:5]=[CH:4][CH:3]=1.Cl, predict the reaction product. The product is: [CH2:1]([O:8][CH2:9][C@@H:10]1[CH2:14][CH2:13][C:12](=[O:15])[CH2:11]1)[C:2]1[CH:7]=[CH:6][CH:5]=[CH:4][CH:3]=1. (3) Given the reactants [O:1]1[CH2:5][CH2:4][O:3][CH:2]1[C:6]1[C:18](C(O)=O)=[C:9]2[C:10]([CH2:16][OH:17])=[CH:11][CH:12]=[C:13]([O:14][CH3:15])[N:8]2[N:7]=1, predict the reaction product. The product is: [O:3]1[CH2:4][CH2:5][O:1][CH:2]1[C:6]1[CH:18]=[C:9]2[C:10]([CH2:16][OH:17])=[CH:11][CH:12]=[C:13]([O:14][CH3:15])[N:8]2[N:7]=1. (4) Given the reactants [CH:1](=[O:10])[C:2]1[C:3]([O:8][CH3:9])=[CH:4][CH:5]=[CH:6][CH:7]=1.[CH:11]1([Mg]Br)[CH2:13][CH2:12]1.O1CCCC1.[Cl-].[NH4+], predict the reaction product. The product is: [CH:11]1([CH:1]([C:2]2[CH:7]=[CH:6][CH:5]=[CH:4][C:3]=2[O:8][CH3:9])[OH:10])[CH2:13][CH2:12]1. (5) Given the reactants [NH2:1][C:2]1[NH:3][C:4]2[C:9]([C:10]=1[C:11]([NH2:13])=[O:12])=[CH:8][CH:7]=[CH:6][CH:5]=2.I[CH2:15][CH3:16].[H-].[Na+], predict the reaction product. The product is: [NH2:1][C:2]1[N:3]([CH2:15][CH3:16])[C:4]2[C:9]([C:10]=1[C:11]([NH2:13])=[O:12])=[CH:8][CH:7]=[CH:6][CH:5]=2.